From a dataset of Catalyst prediction with 721,799 reactions and 888 catalyst types from USPTO. Predict which catalyst facilitates the given reaction. (1) The catalyst class is: 161. Product: [Br:38][C:39]1[N:40]=[CH:41][C:42]([C:14]2[C:15]([F:18])=[C:16]([F:17])[C:9]([N:4]3[CH2:5][CH:6]([CH3:8])[O:7][CH:2]([CH3:1])[CH2:3]3)=[C:10]([CH:13]=2)[CH:11]=[O:12])=[N:43][CH:44]=1. Reactant: [CH3:1][CH:2]1[O:7][CH:6]([CH3:8])[CH2:5][N:4]([C:9]2[C:16]([F:17])=[C:15]([F:18])[C:14](B3OC(C)(C)C(C)(C)O3)=[CH:13][C:10]=2[CH:11]=[O:12])[CH2:3]1.C(=O)([O-])[O-].[Na+].[Na+].C(#N)C.O.[Br:38][C:39]1[CH:44]=[N:43][C:42](I)=[CH:41][N:40]=1. (2) Reactant: [C:1]([O:5][C:6]([N:8]1[CH2:17][CH:16]([OH:18])[C:15]2[C:10](=[CH:11][CH:12]=[C:13]([O:19][CH2:20][C:21]3[CH:26]=[CH:25][CH:24]=[CH:23][CH:22]=3)[CH:14]=2)[CH2:9]1)=[O:7])([CH3:4])([CH3:3])[CH3:2].CC(OI1(OC(C)=O)(OC(C)=O)OC(=O)C2C=CC=CC1=2)=O. Product: [C:1]([O:5][C:6]([N:8]1[CH2:17][C:16](=[O:18])[C:15]2[C:10](=[CH:11][CH:12]=[C:13]([O:19][CH2:20][C:21]3[CH:26]=[CH:25][CH:24]=[CH:23][CH:22]=3)[CH:14]=2)[CH2:9]1)=[O:7])([CH3:4])([CH3:2])[CH3:3]. The catalyst class is: 34. (3) Reactant: [N:1]1(C(C2C=C(NC3(O)C(C(=N)NC(C)CO)=CSN3)C=CC=2)=O)[C:9]2[C:4](=[CH:5][CH:6]=[CH:7][CH:8]=2)[CH:3]=[CH:2]1.N1([C:41]([C:43]2[CH:48]=[CH:47][C:46]([NH:49][C:50]3[S:54][N:53]=[C:52]([OH:55])[C:51]=3[C:56]#[N:57])=[CH:45][CH:44]=2)=[O:42])C2C(=CC=CC=2)CC1.[NH2:58][CH:59]([CH3:62])[CH2:60][OH:61]. Product: [NH:1]1[C:9]2[C:4](=[CH:5][CH:6]=[CH:7][CH:8]=2)[CH:3]([C:41]([C:43]2[CH:44]=[CH:45][C:46]([NH:49][C:50]3[S:54][N:53]=[C:52]([OH:55])[C:51]=3[C:56]([NH:58][CH:59]([CH3:62])[CH2:60][OH:61])=[NH:57])=[CH:47][CH:48]=2)=[O:42])[CH2:2]1. The catalyst class is: 14. (4) Reactant: [F:1][C:2]([F:19])([F:18])[C:3]1[CH:8]=[CH:7][C:6]([S:9]([N:12]2[CH2:17][CH2:16][NH:15][CH2:14][CH2:13]2)(=[O:11])=[O:10])=[CH:5][CH:4]=1.[Br:20][C:21]1[CH:26]=[CH:25][N:24]=[C:23]([C:27](O)=[O:28])[CH:22]=1.C1C=CC2N(O)N=NC=2C=1.O.CN(C(ON1N=NC2C=CC=CC1=2)=[N+](C)C)C.F[P-](F)(F)(F)(F)F.CCN(C(C)C)C(C)C. Product: [Br:20][C:21]1[CH:26]=[CH:25][N:24]=[C:23]([C:27]([N:15]2[CH2:16][CH2:17][N:12]([S:9]([C:6]3[CH:5]=[CH:4][C:3]([C:2]([F:1])([F:18])[F:19])=[CH:8][CH:7]=3)(=[O:10])=[O:11])[CH2:13][CH2:14]2)=[O:28])[CH:22]=1. The catalyst class is: 3. (5) Reactant: [NH2:1][C:2]1[C:7]([C:8](OC)=[O:9])=[C:6]([O:12][CH3:13])[C:5]([O:14][CH3:15])=[C:4]([O:16][CH3:17])[CH:3]=1.C(O)(=O)C.[CH:22](N)=[NH:23]. Product: [CH3:13][O:12][C:6]1[C:5]([O:14][CH3:15])=[C:4]([O:16][CH3:17])[CH:3]=[C:2]2[C:7]=1[C:8](=[O:9])[N:23]=[CH:22][NH:1]2. The catalyst class is: 141. (6) Reactant: CN([CH:4]=[O:5])C.O=P(Cl)(Cl)[Cl:8].[CH3:11][C:12]1([CH3:18])[CH2:16][CH2:15][C:14](=O)[CH2:13]1.C([O-])(=O)C.[Na+]. Product: [Cl:8][C:14]1[CH2:13][C:12]([CH3:18])([CH3:11])[CH2:16][C:15]=1[CH:4]=[O:5]. The catalyst class is: 4. (7) Reactant: [CH3:1][O:2][C:3]1[CH:4]=[C:5]([C:11]2[CH2:15][CH:14]([CH2:16][CH2:17][CH2:18][CH:19]=O)[O:13][N:12]=2)[CH:6]=[CH:7][C:8]=1[O:9][CH3:10].Cl.[CH3:22][O:23][C:24]1[CH:29]=[CH:28][CH:27]=[CH:26][C:25]=1[N:30]1[CH2:35][CH2:34][NH:33][CH2:32][CH2:31]1.[BH-](OC(C)=O)(OC(C)=O)OC(C)=O.[Na+].C(N(C(C)C)CC)(C)C. Product: [CH3:1][O:2][C:3]1[CH:4]=[C:5]([C:11]2[CH2:15][CH:14]([CH2:16][CH2:17][CH2:18][CH2:19][N:33]3[CH2:32][CH2:31][N:30]([C:25]4[CH:26]=[CH:27][CH:28]=[CH:29][C:24]=4[O:23][CH3:22])[CH2:35][CH2:34]3)[O:13][N:12]=2)[CH:6]=[CH:7][C:8]=1[O:9][CH3:10]. The catalyst class is: 2. (8) Reactant: [CH2:1]([O:8][C@H:9]1[C@@H:14]([O:15][CH2:16][C:17]2[CH:22]=[CH:21][CH:20]=[CH:19][CH:18]=2)[C@H:13]([O:23][CH2:24][C:25]2[CH:30]=[CH:29][CH:28]=[CH:27][CH:26]=2)[C@@H:12]([CH2:31][O:32][CH2:33][C:34]2[CH:39]=[CH:38][CH:37]=[CH:36][CH:35]=2)[O:11]/[C:10]/1=[CH:40]/[CH2:41][OH:42])[C:2]1[CH:7]=[CH:6][CH:5]=[CH:4][CH:3]=1.N1C=CC=CC=1.[CH3:49][C:50](OC(C)=O)=[O:51]. Product: [CH2:1]([O:8][C@H:9]1[C@@H:14]([O:15][CH2:16][C:17]2[CH:22]=[CH:21][CH:20]=[CH:19][CH:18]=2)[C@H:13]([O:23][CH2:24][C:25]2[CH:26]=[CH:27][CH:28]=[CH:29][CH:30]=2)[C@@H:12]([CH2:31][O:32][CH2:33][C:34]2[CH:35]=[CH:36][CH:37]=[CH:38][CH:39]=2)[O:11]/[C:10]/1=[CH:40]/[CH2:41][O:42][C:50](=[O:51])[CH3:49])[C:2]1[CH:7]=[CH:6][CH:5]=[CH:4][CH:3]=1. The catalyst class is: 64. (9) Reactant: [N:1]1([CH2:7][C:8]2[CH:23]=[CH:22][C:11]([CH2:12][C:13]3[CH:21]=[CH:20][C:16]([C:17](O)=[O:18])=[CH:15][CH:14]=3)=[CH:10][CH:9]=2)[CH2:6][CH2:5][O:4][CH2:3][CH2:2]1.CN(C(ON1N=NC2C=CC=NC1=2)=[N+](C)C)C.F[P-](F)(F)(F)(F)F.CCN(C(C)C)C(C)C.[NH2:57][C@H:58]([C:62]([O:64][CH3:65])=[O:63])[C@@H:59]([CH3:61])[OH:60].Cl. Product: [CH3:65][O:64][C:62](=[O:63])[C@@H:58]([NH:57][C:17](=[O:18])[C:16]1[CH:15]=[CH:14][C:13]([CH2:12][C:11]2[CH:22]=[CH:23][C:8]([CH2:7][N:1]3[CH2:2][CH2:3][O:4][CH2:5][CH2:6]3)=[CH:9][CH:10]=2)=[CH:21][CH:20]=1)[C@H:59]([OH:60])[CH3:61]. The catalyst class is: 31.